This data is from NCI-60 drug combinations with 297,098 pairs across 59 cell lines. The task is: Regression. Given two drug SMILES strings and cell line genomic features, predict the synergy score measuring deviation from expected non-interaction effect. (1) Drug 1: C1=C(C(=O)NC(=O)N1)N(CCCl)CCCl. Drug 2: COCCOC1=C(C=C2C(=C1)C(=NC=N2)NC3=CC=CC(=C3)C#C)OCCOC.Cl. Cell line: NCI-H460. Synergy scores: CSS=32.4, Synergy_ZIP=4.32, Synergy_Bliss=5.77, Synergy_Loewe=0.580, Synergy_HSA=5.34. (2) Drug 1: CCCS(=O)(=O)NC1=C(C(=C(C=C1)F)C(=O)C2=CNC3=C2C=C(C=N3)C4=CC=C(C=C4)Cl)F. Drug 2: C1CN(CCN1C(=O)CCBr)C(=O)CCBr. Cell line: SR. Synergy scores: CSS=62.6, Synergy_ZIP=0.230, Synergy_Bliss=0.717, Synergy_Loewe=-9.02, Synergy_HSA=2.41. (3) Drug 1: COC1=C(C=C2C(=C1)N=CN=C2NC3=CC(=C(C=C3)F)Cl)OCCCN4CCOCC4. Drug 2: COC1=C2C(=CC3=C1OC=C3)C=CC(=O)O2. Cell line: A549. Synergy scores: CSS=22.5, Synergy_ZIP=2.11, Synergy_Bliss=-1.35, Synergy_Loewe=-2.31, Synergy_HSA=0.239. (4) Drug 1: C1C(C(OC1N2C=C(C(=O)NC2=O)F)CO)O. Drug 2: CC1C(C(CC(O1)OC2CC(CC3=C2C(=C4C(=C3O)C(=O)C5=CC=CC=C5C4=O)O)(C(=O)C)O)N)O. Cell line: SF-295. Synergy scores: CSS=52.2, Synergy_ZIP=-3.16, Synergy_Bliss=-3.32, Synergy_Loewe=-0.835, Synergy_HSA=2.06. (5) Drug 1: C1=C(C(=O)NC(=O)N1)N(CCCl)CCCl. Drug 2: CC(C)CN1C=NC2=C1C3=CC=CC=C3N=C2N. Cell line: OVCAR-5. Synergy scores: CSS=3.71, Synergy_ZIP=-5.94, Synergy_Bliss=-3.54, Synergy_Loewe=-4.51, Synergy_HSA=-4.15.